The task is: Predict the reactants needed to synthesize the given product.. This data is from Full USPTO retrosynthesis dataset with 1.9M reactions from patents (1976-2016). (1) Given the product [NH:8]1[CH2:12][CH2:11][CH2:10][CH:9]1[C:13]1[N:14]=[CH:15][C:16]([C:17]2[NH:46][C:45]3[CH:44]=[CH:43][CH:42]=[C:38]([C:39]([NH2:41])=[O:40])[C:37]=3[N:36]=2)=[CH:20][CH:21]=1, predict the reactants needed to synthesize it. The reactants are: C(OC([N:8]1[CH2:12][CH2:11][CH2:10][CH:9]1[C:13]1[CH:21]=[CH:20][C:16]([C:17](O)=O)=[CH:15][N:14]=1)=O)(C)(C)C.C(N1C=CN=C1)(N1C=CN=C1)=O.Cl.Cl.[NH2:36][C:37]1[C:45]([NH2:46])=[CH:44][CH:43]=[CH:42][C:38]=1[C:39]([NH2:41])=[O:40].FC(F)(F)C(O)=O. (2) The reactants are: I[CH:2]1[CH2:5][O:4][CH2:3]1.FC(F)(F)C([O-])=O.[CH3:13][O:14][C:15]1[CH:20]=[C:19]([N+:21]([O-:23])=[O:22])[CH:18]=[CH:17][C:16]=1[C:24]1[CH2:25][CH2:26][NH2+:27][CH2:28][CH:29]=1.C(=O)([O-])[O-].[K+].[K+]. Given the product [CH3:13][O:14][C:15]1[CH:20]=[C:19]([N+:21]([O-:23])=[O:22])[CH:18]=[CH:17][C:16]=1[C:24]1[CH2:29][CH2:28][N:27]([CH:2]2[CH2:5][O:4][CH2:3]2)[CH2:26][CH:25]=1, predict the reactants needed to synthesize it. (3) Given the product [Br:1][C:2]1[CH:3]=[C:4]2[C:10]([C:23]#[C:22][CH2:21][N:24]([CH3:26])[CH3:25])=[N:9][NH:8][C:5]2=[N:6][CH:7]=1, predict the reactants needed to synthesize it. The reactants are: [Br:1][C:2]1[CH:3]=[C:4]2[C:10](I)=[N:9][NH:8][C:5]2=[N:6][CH:7]=1.C(N(CC)C(C)C)(C)C.[CH2:21]([N:24]([CH3:26])[CH3:25])[C:22]#[CH:23].ClCCl. (4) The reactants are: [Cl:1][C:2]1[CH:46]=[CH:45][C:5]([C:6]2[C:11]([C:12]3[CH:21]=[CH:20][C:19]4[C:14](=[CH:15][CH:16]=[C:17]([C:22]5[N:26]([CH:27]6[CH2:32][CH2:31][CH2:30][CH2:29][CH2:28]6)[C:25]6[CH:33]=[CH:34][C:35]([C:37]([OH:39])=[O:38])=[CH:36][C:24]=6[N:23]=5)[CH:18]=4)[N:13]=3)=[CH:10][C:9]([O:40][CH2:41][CH2:42][O:43]C)=[CH:8][CH:7]=2)=[CH:4][CH:3]=1.BrCC([N:51]1[CH2:55][CH2:54][CH2:53][CH2:52]1)=O.BrCCOC. Given the product [Cl:1][C:2]1[CH:3]=[CH:4][C:5]([C:6]2[C:11]([C:12]3[CH:21]=[CH:20][C:19]4[C:14](=[CH:15][CH:16]=[C:17]([C:22]5[N:26]([CH:27]6[CH2:28][CH2:29][CH2:30][CH2:31][CH2:32]6)[C:25]6[CH:33]=[CH:34][C:35]([C:37]([OH:39])=[O:38])=[CH:36][C:24]=6[N:23]=5)[CH:18]=4)[N:13]=3)=[CH:10][C:9]([O:40][CH2:41][C:42](=[O:43])[N:51]3[CH2:55][CH2:54][CH2:53][CH2:52]3)=[CH:8][CH:7]=2)=[CH:45][CH:46]=1, predict the reactants needed to synthesize it. (5) Given the product [N:1]1([CH:6]2[C:15]3[C:10](=[CH:11][CH:12]=[CH:13][CH:14]=3)[NH:9][CH2:8][C:7]2([CH3:18])[CH3:17])[CH:5]=[CH:4][N:3]=[CH:2]1, predict the reactants needed to synthesize it. The reactants are: [N:1]1([CH:6]2[C:15]3[C:10](=[CH:11][CH:12]=[CH:13][CH:14]=3)[NH:9][C:8](=O)[C:7]2([CH3:18])[CH3:17])[CH:5]=[CH:4][N:3]=[CH:2]1.B.C1COCC1.Cl.[H][H].[OH-].[Na+]. (6) Given the product [Br:24][C:20]1[N:19]=[C:18]([CH2:17][N:8]2[C:9]3[C:14](=[CH:13][CH:12]=[CH:11][CH:10]=3)[C:15](=[O:16])[C:6]([C:4](=[O:5])[C:30]3[CH:31]=[CH:32][C:27]([Cl:26])=[C:28]([F:35])[CH:29]=3)=[CH:7]2)[CH:23]=[CH:22][CH:21]=1, predict the reactants needed to synthesize it. The reactants are: CON(C)[C:4]([C:6]1[C:15](=[O:16])[C:14]2[C:9](=[CH:10][CH:11]=[CH:12][CH:13]=2)[N:8]([CH2:17][C:18]2[CH:23]=[CH:22][CH:21]=[C:20]([Br:24])[N:19]=2)[CH:7]=1)=[O:5].[Cl:26][C:27]1[CH:32]=[CH:31][C:30]([Mg]Br)=[CH:29][C:28]=1[F:35].